Predict the reactants needed to synthesize the given product. From a dataset of Full USPTO retrosynthesis dataset with 1.9M reactions from patents (1976-2016). (1) Given the product [F:23][C:20]1[CH:21]=[CH:22][C:16]2[O:15][CH2:14][CH:13]([CH2:12][NH:28][CH2:25][CH2:26][CH3:27])[O:18][C:17]=2[C:19]=1[F:24], predict the reactants needed to synthesize it. The reactants are: CC1C=CC(S(O[CH2:12][CH:13]2[O:18][C:17]3[C:19]([F:24])=[C:20]([F:23])[CH:21]=[CH:22][C:16]=3[O:15][CH2:14]2)(=O)=O)=CC=1.[CH2:25]([NH2:28])[CH2:26][CH3:27]. (2) Given the product [CH3:1][C:2]1([CH3:36])[C:10]2[C:5](=[CH:6][C:7]([NH:11][C:12]3[N:27]=[C:15]4[CH:16]=[CH:17][CH:18]=[C:19]([NH:20][CH:21]5[CH2:22][CH2:23][O:24][CH2:25][CH2:26]5)[N:14]4[N:13]=3)=[CH:8][CH:9]=2)[NH:4][C:3]1=[O:35], predict the reactants needed to synthesize it. The reactants are: [CH3:1][C:2]1([CH3:36])[C:10]2[C:5](=[CH:6][C:7]([NH:11][C:12]3[N:27]=[C:15]4[CH:16]=[CH:17][CH:18]=[C:19]([NH:20][CH:21]5[CH2:26][CH2:25][O:24][CH2:23][CH2:22]5)[N:14]4[N:13]=3)=[CH:8][CH:9]=2)[N:4](C(OC(C)(C)C)=O)[C:3]1=[O:35].C1(P(C2C=CC=CC=2)C2C3OC4C(=CC=CC=4P(C4C=CC=CC=4)C4C=CC=CC=4)C(C)(C)C=3C=CC=2)C=CC=CC=1.NC1C=C2C(C(C)(C)C(=O)N2C(OC(C)(C)C)=O)=CC=1.C(=O)([O-])[O-].[K+].[K+]. (3) The reactants are: Br[C:2]1[C:10]2[O:9][CH2:8][C@@H:7]([N:11]([C:26](=[O:31])[C:27]([F:30])([F:29])[F:28])[C:12]3[CH:25]=[CH:24][C:15]4[C@H:16]([CH2:19][C:20]([O:22][CH3:23])=[O:21])[CH2:17][O:18][C:14]=4[CH:13]=3)[C:6]=2[CH:5]=[CH:4][CH:3]=1.[F:32][C:33]1[CH:34]=[CH:35][C:36]([NH2:39])=[N:37][CH:38]=1.C(=O)([O-])[O-].[Cs+].[Cs+].C1(P(C2C=CC=CC=2)C2C3OC4C(=CC=CC=4P(C4C=CC=CC=4)C4C=CC=CC=4)C(C)(C)C=3C=CC=2)C=CC=CC=1. Given the product [F:32][C:33]1[CH:34]=[CH:35][C:36]([NH:39][C:2]2[C:10]3[O:9][CH2:8][C@@H:7]([N:11]([C:26](=[O:31])[C:27]([F:30])([F:29])[F:28])[C:12]4[CH:25]=[CH:24][C:15]5[C@H:16]([CH2:19][C:20]([O:22][CH3:23])=[O:21])[CH2:17][O:18][C:14]=5[CH:13]=4)[C:6]=3[CH:5]=[CH:4][CH:3]=2)=[N:37][CH:38]=1, predict the reactants needed to synthesize it. (4) Given the product [NH2:17][C:15]1[C:16]2[C:8]([C:5]3[CH:4]=[CH:3][C:2]([NH:1][S:30]([C:24]4[CH:29]=[CH:28][CH:27]=[CH:26][CH:25]=4)(=[O:32])=[O:31])=[CH:7][CH:6]=3)=[CH:9][O:10][C:11]=2[N:12]=[CH:13][N:14]=1, predict the reactants needed to synthesize it. The reactants are: [NH2:1][C:2]1[CH:7]=[CH:6][C:5]([C:8]2[C:16]3[C:15]([NH2:17])=[N:14][CH:13]=[N:12][C:11]=3[O:10][CH:9]=2)=[CH:4][CH:3]=1.N1C=CC=CC=1.[C:24]1([S:30](Cl)(=[O:32])=[O:31])[CH:29]=[CH:28][CH:27]=[CH:26][CH:25]=1. (5) Given the product [OH:1][CH:2]1[CH2:5][N:4]([C:6]([O:8][C:9]([CH3:12])([CH3:11])[CH3:10])=[O:7])[CH2:3]1, predict the reactants needed to synthesize it. The reactants are: [OH:1][CH:2]1[CH2:5][NH:4][CH2:3]1.[C:6](O[C:6]([O:8][C:9]([CH3:12])([CH3:11])[CH3:10])=[O:7])([O:8][C:9]([CH3:12])([CH3:11])[CH3:10])=[O:7].C(N(CC)CC)C.